This data is from Catalyst prediction with 721,799 reactions and 888 catalyst types from USPTO. The task is: Predict which catalyst facilitates the given reaction. (1) Reactant: C([O:3][C:4](=O)[CH2:5][C:6]1[C:7]([CH3:13])=[N:8][N:9]([CH3:12])[C:10]=1[CH3:11])C.[H-].C([Al+]CC(C)C)C(C)C. Product: [CH3:12][N:9]1[C:10]([CH3:11])=[C:6]([CH2:5][CH:4]=[O:3])[C:7]([CH3:13])=[N:8]1. The catalyst class is: 7. (2) Reactant: C1N=CN(C(N2C=NC=C2)=O)C=1.[C:13]([O:17][C:18]([NH:20][C@H:21]([C:23]([OH:25])=O)[CH3:22])=[O:19])([CH3:16])([CH3:15])[CH3:14].Cl.[CH3:27][O:28][NH:29][CH3:30]. The catalyst class is: 236. Product: [CH3:27][O:28][N:29]([CH3:30])[C:23](=[O:25])[C@@H:21]([NH:20][C:18](=[O:19])[O:17][C:13]([CH3:14])([CH3:15])[CH3:16])[CH3:22]. (3) Reactant: CN(C(ON1N=NC2C=CC=NC1=2)=[N+](C)C)C.F[P-](F)(F)(F)(F)F.[CH:25]([C:28]1[S:29][CH:30]=[C:31]([C:33]([N:35]2[CH2:40][C:39]3([CH2:45][CH2:44][N:43]([CH2:46][CH2:47][C:48]4[CH:61]=[CH:60][C:51]([CH2:52][CH2:53][O:54][CH2:55][CH2:56][C:57](O)=[O:58])=[CH:50][CH:49]=4)[CH2:42][CH2:41]3)[O:38][CH2:37][CH2:36]2)=[O:34])[N:32]=1)([CH3:27])[CH3:26].[CH3:62][O:63][CH:64]([O:73][CH3:74])[CH2:65][NH:66][CH:67]1[CH2:72][CH2:71][CH2:70][CH2:69][CH2:68]1.C(N(CC)CC)C. Product: [CH:67]1([N:66]([CH2:65][CH:64]([O:73][CH3:74])[O:63][CH3:62])[C:57](=[O:58])[CH2:56][CH2:55][O:54][CH2:53][CH2:52][C:51]2[CH:60]=[CH:61][C:48]([CH2:47][CH2:46][N:43]3[CH2:42][CH2:41][C:39]4([O:38][CH2:37][CH2:36][N:35]([C:33]([C:31]5[N:32]=[C:28]([CH:25]([CH3:26])[CH3:27])[S:29][CH:30]=5)=[O:34])[CH2:40]4)[CH2:45][CH2:44]3)=[CH:49][CH:50]=2)[CH2:72][CH2:71][CH2:70][CH2:69][CH2:68]1. The catalyst class is: 3.